From a dataset of Catalyst prediction with 721,799 reactions and 888 catalyst types from USPTO. Predict which catalyst facilitates the given reaction. (1) Reactant: [N+:1]([C:4]1[CH:9]=[CH:8][C:7]([S:10]([C:13]2[CH:14]=[CH:15][C:16]3[O:25][C:24]4[CH2:23][CH2:22][N:21]([C:26]([O:28][C:29]([CH3:32])([CH3:31])[CH3:30])=[O:27])[CH2:20][C:19]=4[C:17]=3[CH:18]=2)(=[O:12])=[O:11])=[CH:6][CH:5]=1)([O-])=O.[Cl-].[NH4+]. Product: [NH2:1][C:4]1[CH:9]=[CH:8][C:7]([S:10]([C:13]2[CH:14]=[CH:15][C:16]3[O:25][C:24]4[CH2:23][CH2:22][N:21]([C:26]([O:28][C:29]([CH3:32])([CH3:31])[CH3:30])=[O:27])[CH2:20][C:19]=4[C:17]=3[CH:18]=2)(=[O:11])=[O:12])=[CH:6][CH:5]=1. The catalyst class is: 190. (2) Reactant: [F:1][C:2]([F:41])([F:40])[C:3]1[CH:4]=[CH:5][C:6]([NH:9][C:10]([C:12]2[C:16]([CH3:17])=[C:15]([C:18]3[CH:23]=[CH:22][C:21]([O:24][Si:25]([C:28]([CH3:31])([CH3:30])[CH3:29])([CH3:27])[CH3:26])=[CH:20][CH:19]=3)[N:14]([C:32]3[CH:37]=[CH:36][C:35]([Cl:38])=[CH:34][C:33]=3[Cl:39])[N:13]=2)=[O:11])=[N:7][CH:8]=1.[Br:42]N1C(=O)CCC1=O.CC(N=NC(C#N)(C)C)(C#N)C. Product: [F:41][C:2]([F:1])([F:40])[C:3]1[CH:4]=[CH:5][C:6]([NH:9][C:10]([C:12]2[C:16]([CH2:17][Br:42])=[C:15]([C:18]3[CH:19]=[CH:20][C:21]([O:24][Si:25]([C:28]([CH3:30])([CH3:31])[CH3:29])([CH3:27])[CH3:26])=[CH:22][CH:23]=3)[N:14]([C:32]3[CH:37]=[CH:36][C:35]([Cl:38])=[CH:34][C:33]=3[Cl:39])[N:13]=2)=[O:11])=[N:7][CH:8]=1. The catalyst class is: 26. (3) Reactant: [NH2:1][C@@H:2]([CH3:18])[CH2:3][N:4]1[CH:8]=[CH:7][C:6]([C:9]2[CH:16]=[CH:15][C:12]([C:13]#[N:14])=[C:11]([Cl:17])[CH:10]=2)=[N:5]1.C[Al](C)C.CCCCCCC.[C:30]([Si:34]([CH3:55])([CH3:54])[O:35][CH2:36][C:37]1[N:38]([CH2:46][O:47][CH2:48][CH2:49][Si:50]([CH3:53])([CH3:52])[CH3:51])[CH:39]=[C:40]([C:42](OC)=[O:43])[N:41]=1)([CH3:33])([CH3:32])[CH3:31]. Product: [Si:34]([O:35][CH2:36][C:37]1[N:38]([CH2:46][O:47][CH2:48][CH2:49][Si:50]([CH3:51])([CH3:52])[CH3:53])[CH:39]=[C:40]([C:42]([NH:1][C@@H:2]([CH3:18])[CH2:3][N:4]2[CH:8]=[CH:7][C:6]([C:9]3[CH:16]=[CH:15][C:12]([C:13]#[N:14])=[C:11]([Cl:17])[CH:10]=3)=[N:5]2)=[O:43])[N:41]=1)([C:30]([CH3:33])([CH3:32])[CH3:31])([CH3:55])[CH3:54]. The catalyst class is: 93. (4) Reactant: [Br:1][C:2]1[C:15]([F:16])=[CH:14][C:5](/[CH:6]=[N:7]/[S@@:8]([C:10]([CH3:13])([CH3:12])[CH3:11])=[O:9])=[C:4]([F:17])[CH:3]=1.[CH3:18][Mg]Br.CCOC(C)=O.CCCCCCC. Product: [Br:1][C:2]1[C:15]([F:16])=[CH:14][C:5]([C@@H:6]([NH:7][S@@:8]([C:10]([CH3:13])([CH3:12])[CH3:11])=[O:9])[CH3:18])=[C:4]([F:17])[CH:3]=1. The catalyst class is: 158. (5) Reactant: [F:1][C:2]([F:11])([F:10])[C:3]1[CH:4]=[C:5]([CH:7]=[CH:8][CH:9]=1)[NH2:6].[N+:12]([C:15]1[CH:23]=[CH:22][C:18]([C:19](Cl)=[O:20])=[CH:17][CH:16]=1)([O-:14])=[O:13]. Product: [N+:12]([C:15]1[CH:16]=[CH:17][C:18]([C:19]([NH:6][C:5]2[CH:7]=[CH:8][CH:9]=[C:3]([C:2]([F:10])([F:11])[F:1])[CH:4]=2)=[O:20])=[CH:22][CH:23]=1)([O-:14])=[O:13]. The catalyst class is: 17.